From a dataset of Full USPTO retrosynthesis dataset with 1.9M reactions from patents (1976-2016). Predict the reactants needed to synthesize the given product. The reactants are: [H-].[Na+].O=[C:4]1[CH2:9][CH2:8][CH:7]([NH:10][C:11](=[O:13])[CH3:12])[CH2:6][CH2:5]1.C1C[O:17][CH2:16][CH2:15]1. Given the product [OH:17][CH2:16][CH:15]=[C:4]1[CH2:9][CH2:8][CH:7]([NH:10][C:11](=[O:13])[CH3:12])[CH2:6][CH2:5]1, predict the reactants needed to synthesize it.